This data is from Peptide-MHC class II binding affinity with 134,281 pairs from IEDB. The task is: Regression. Given a peptide amino acid sequence and an MHC pseudo amino acid sequence, predict their binding affinity value. This is MHC class II binding data. (1) The peptide sequence is VPNGTLVKTITNDQI. The MHC is DRB1_0802 with pseudo-sequence DRB1_0802. The binding affinity (normalized) is 0.620. (2) The peptide sequence is LSSNDLAKYKANWIE. The MHC is HLA-DPA10201-DPB10501 with pseudo-sequence HLA-DPA10201-DPB10501. The binding affinity (normalized) is 0.270. (3) The peptide sequence is HDYEGLSYRSLQPET. The MHC is HLA-DPA10103-DPB10401 with pseudo-sequence HLA-DPA10103-DPB10401. The binding affinity (normalized) is 0.390. (4) The peptide sequence is ALIAAFSIRPGLLIG. The MHC is DRB3_0301 with pseudo-sequence DRB3_0301. The binding affinity (normalized) is 0.666.